Dataset: NCI-60 drug combinations with 297,098 pairs across 59 cell lines. Task: Regression. Given two drug SMILES strings and cell line genomic features, predict the synergy score measuring deviation from expected non-interaction effect. Drug 1: CCC(=C(C1=CC=CC=C1)C2=CC=C(C=C2)OCCN(C)C)C3=CC=CC=C3.C(C(=O)O)C(CC(=O)O)(C(=O)O)O. Drug 2: C1CN1C2=NC(=NC(=N2)N3CC3)N4CC4. Cell line: HCT116. Synergy scores: CSS=39.0, Synergy_ZIP=4.03, Synergy_Bliss=4.44, Synergy_Loewe=-17.8, Synergy_HSA=2.85.